Dataset: Catalyst prediction with 721,799 reactions and 888 catalyst types from USPTO. Task: Predict which catalyst facilitates the given reaction. (1) Reactant: Cl[C:2]1[C:3]([CH:5]=[C:6]([NH:10][C:11]2[C:20]3[C:15](=[CH:16][C:17]([O:23][CH2:24][CH2:25][O:26][CH3:27])=[C:18]([O:21][CH3:22])[CH:19]=3)[N:14]=[CH:13][CH:12]=2)[C:7](=[O:9])[CH:8]=1)=[O:4].O.[OH-].[Na+].[CH3:31][C:32]([C:40]1[CH:45]=[CH:44][C:43]([OH:46])=[CH:42][CH:41]=1)([C:34]1[CH:39]=[CH:38][CH:37]=[CH:36][CH:35]=1)[CH3:33]. Product: [CH3:22][O:21][C:18]1[CH:19]=[C:20]2[C:15](=[CH:16][C:17]=1[O:23][CH2:24][CH2:25][O:26][CH3:27])[N:14]=[CH:13][CH:12]=[C:11]2[NH:10][C:6]1[C:7]([CH:8]=[C:2]([O:46][C:43]2[CH:42]=[CH:41][C:40]([C:32]([CH3:33])([C:34]3[CH:35]=[CH:36][CH:37]=[CH:38][CH:39]=3)[CH3:31])=[CH:45][CH:44]=2)[C:3](=[O:4])[CH:5]=1)=[O:9]. The catalyst class is: 2. (2) Reactant: C(OC[O:5][CH:6]1[CH2:23][CH:22]2[CH:8]([C:9](=[O:35])[N:10]([CH3:34])[CH2:11][CH2:12][CH2:13][CH2:14][CH:15]=[CH:16][CH:17]3[C:19]([C:25]([NH:27][S:28]([CH:31]4[CH2:33][CH2:32]4)(=[O:30])=[O:29])=[O:26])([NH:20][C:21]2=[O:24])[CH2:18]3)[CH2:7]1)C.C1COCC1.CO.O.Cl.C(=O)([O-])O.[Na+]. Product: [OH:5][CH:6]1[CH2:23][CH:22]2[CH:8]([C:9](=[O:35])[N:10]([CH3:34])[CH2:11][CH2:12][CH2:13][CH2:14][CH:15]=[CH:16][CH:17]3[C:19]([C:25]([NH:27][S:28]([CH:31]4[CH2:32][CH2:33]4)(=[O:30])=[O:29])=[O:26])([NH:20][C:21]2=[O:24])[CH2:18]3)[CH2:7]1. The catalyst class is: 370. (3) Reactant: [CH3:1][N:2]([CH2:4][C:5]1[C:17]2[C:16]3[CH2:15][CH2:14][N:13]([O:18][CH2:19][O:20][CH2:21][CH2:22][Si:23]([CH3:26])([CH3:25])[CH3:24])[C:12](=[O:27])[C:11]=3[N:10]=[CH:9][C:8]=2[N:7]([CH2:28][C:29]2[CH:34]=[CH:33][C:32]([F:35])=[CH:31][CH:30]=2)[CH:6]=1)[CH3:3].[C:36]1(OC(Cl)=O)[CH:41]=[CH:40]C=CC=1.Cl.C1(CNC)CC1.C(N(C(C)C)CC)(C)C. The catalyst class is: 4. Product: [CH:40]1([CH2:3][N:2]([CH2:4][C:5]2[C:17]3[C:16]4[CH2:15][CH2:14][N:13]([O:18][CH2:19][O:20][CH2:21][CH2:22][Si:23]([CH3:26])([CH3:25])[CH3:24])[C:12](=[O:27])[C:11]=4[N:10]=[CH:9][C:8]=3[N:7]([CH2:28][C:29]3[CH:30]=[CH:31][C:32]([F:35])=[CH:33][CH:34]=3)[CH:6]=2)[CH3:1])[CH2:41][CH2:36]1. (4) Reactant: [CH3:1][C:2]1([CH3:16])[CH2:10][C:9]2[NH:8][N:7]=[C:6]([C:11]([F:14])([F:13])[F:12])[C:5]=2[C:4](=[O:15])[CH2:3]1.[H-].[Na+].Br[CH2:20][C:21]1[CH:30]=[CH:29][C:24]([C:25]([O:27][CH3:28])=[O:26])=[CH:23][CH:22]=1. Product: [CH3:1][C:2]1([CH3:16])[CH2:10][C:9]2[N:8]([CH2:20][C:21]3[CH:30]=[CH:29][C:24]([C:25]([O:27][CH3:28])=[O:26])=[CH:23][CH:22]=3)[N:7]=[C:6]([C:11]([F:14])([F:13])[F:12])[C:5]=2[C:4](=[O:15])[CH2:3]1. The catalyst class is: 44. (5) Reactant: [CH3:1][N:2]([CH3:16])[C:3]([N:5]1[CH2:9][CH:8]2[CH2:10][C:11](C#N)([CH3:13])[CH2:12][CH:7]2[CH2:6]1)=[O:4].[C:17](=[O:20])([O-])[O-:18].[K+].[K+]. Product: [CH3:1][N:2]([CH3:16])[C:3]([N:5]1[CH2:9][CH:8]2[CH2:10][C:11]([CH3:13])([C:17]([OH:18])=[O:20])[CH2:12][CH:7]2[CH2:6]1)=[O:4]. The catalyst class is: 126.